Dataset: Catalyst prediction with 721,799 reactions and 888 catalyst types from USPTO. Task: Predict which catalyst facilitates the given reaction. (1) Reactant: [OH:1][CH2:2][CH2:3][C:4]1[N:8]([CH2:9][C:10]2[CH:17]=[CH:16][C:13]([C:14]#[N:15])=[CH:12][CH:11]=2)[CH:7]=[N:6][CH:5]=1.O[C:19]1[C:20]([CH2:30][CH2:31][C:32]2[CH:37]=[CH:36][CH:35]=[CH:34][CH:33]=2)=[C:21]2[C:26](=[CH:27][CH:28]=1)[C:25](=[O:29])[CH2:24][CH2:23][CH2:22]2.C1(P(C2C=CC=CC=2)C2C=CC=CC=2)C=CC=CC=1.N(C(OC(C)C)=O)=NC(OC(C)C)=O. Product: [O:29]=[C:25]1[CH2:24][CH2:23][CH2:22][C:21]2[C:20]([CH2:30][CH2:31][C:32]3[CH:33]=[CH:34][CH:35]=[CH:36][CH:37]=3)=[C:19]([O:1][CH2:2][CH2:3][C:4]3[N:8]([CH2:9][C:10]4[CH:17]=[CH:16][C:13]([C:14]#[N:15])=[CH:12][CH:11]=4)[CH:7]=[N:6][CH:5]=3)[CH:28]=[CH:27][C:26]1=2. The catalyst class is: 7. (2) Reactant: [CH3:1][O:2][C:3]1[CH:4]=[C:5]2[C:10](=[CH:11][C:12]=1[O:13][CH3:14])[N:9]=[CH:8][CH:7]=[C:6]2[O:15][C:16]1[CH:22]=[CH:21][C:19]([NH2:20])=[C:18]([N+:23]([O-:25])=[O:24])[CH:17]=1.ClC(Cl)(O[C:30](=[O:36])OC(Cl)(Cl)Cl)Cl.[CH2:38]([NH2:41])[CH2:39][CH3:40].C(=O)([O-])O.[Na+]. Product: [CH3:1][O:2][C:3]1[CH:4]=[C:5]2[C:10](=[CH:11][C:12]=1[O:13][CH3:14])[N:9]=[CH:8][CH:7]=[C:6]2[O:15][C:16]1[CH:22]=[CH:21][C:19]([NH:20][C:30]([NH:41][CH2:38][CH2:39][CH3:40])=[O:36])=[C:18]([N+:23]([O-:25])=[O:24])[CH:17]=1. The catalyst class is: 542. (3) Reactant: [C:1]([NH:8][C:9]1[CH:13]=[C:12]([C:14]([CH3:17])([CH3:16])[CH3:15])[S:11][C:10]=1[C:18]([O:20]C)=[O:19])([O:3][C:4]([CH3:7])([CH3:6])[CH3:5])=[O:2].C1COCC1.CO.[OH-].[Na+]. Product: [C:1]([NH:8][C:9]1[CH:13]=[C:12]([C:14]([CH3:17])([CH3:16])[CH3:15])[S:11][C:10]=1[C:18]([OH:20])=[O:19])([O:3][C:4]([CH3:7])([CH3:6])[CH3:5])=[O:2]. The catalyst class is: 6. (4) Reactant: [CH2:1]([CH:8]1[CH2:17][CH2:16][C:15]2[C:10](=[CH:11][CH:12]=[C:13]([O:18][CH3:19])[CH:14]=2)[CH:9]1O)[C:2]1[CH:7]=[CH:6][CH:5]=[CH:4][CH:3]=1.C1(C)C=CC=CC=1.C1(P([N:42]=[N+:43]=[N-:44])(C2C=CC=CC=2)=O)C=CC=CC=1.N12CCCN=C1CCCCC2. Product: [N:42]([CH:9]1[C:10]2[C:15](=[CH:14][C:13]([O:18][CH3:19])=[CH:12][CH:11]=2)[CH2:16][CH2:17][CH:8]1[CH2:1][C:2]1[CH:7]=[CH:6][CH:5]=[CH:4][CH:3]=1)=[N+:43]=[N-:44]. The catalyst class is: 90. (5) Reactant: [CH3:1][C:2]([O:4][CH2:5][C:6]([C@:8]1([OH:29])[C@@:12]2([CH3:28])[CH2:13][C@H:14]([OH:27])[C@@H:15]3[C@:25]4([CH3:26])[C:19](=[CH:20][C:21]([CH:23]=[CH:24]4)=[O:22])[CH2:18][CH2:17][C@H:16]3[C@@H:11]2[CH2:10][CH2:9]1)=[O:7])=[O:3].O. Product: [CH3:1][C:2]([O:4][CH2:5][C:6]([C@:8]1([OH:29])[C@@:12]2([CH3:28])[CH2:13][C@H:14]([OH:27])[C@@H:15]3[C@:25]4([CH3:26])[C:19](=[CH:20][C:21]([CH:23]=[CH:24]4)=[O:22])[CH2:18][CH2:17][C@H:16]3[C@@H:11]2[CH2:10][CH2:9]1)=[O:7])=[O:3]. The catalyst class is: 47. (6) Reactant: [NH:1]1[C:9]2[C:4](=[CH:5][CH:6]=[CH:7][CH:8]=2)[CH2:3][CH2:2]1.B(Cl)(Cl)Cl.[NH2:14][C:15]1[CH:22]=[CH:21][C:18]([C:19]#N)=[CH:17][CH:16]=1.[Cl-].[Al+3].[Cl-].[Cl-].Cl.[OH-:28].[Na+]. Product: [NH2:14][C:15]1[CH:22]=[CH:21][C:18]([C:19]([C:8]2[CH:7]=[CH:6][CH:5]=[C:4]3[C:9]=2[NH:1][CH2:2][CH2:3]3)=[O:28])=[CH:17][CH:16]=1. The catalyst class is: 93. (7) Reactant: [Cl:1][C:2]1[C:3]([F:22])=[C:4]([C@:8]([C@@H:16]2[CH2:21][CH2:20][CH2:19][NH:18][CH2:17]2)([OH:15])[CH2:9][CH2:10][CH2:11][CH2:12][O:13][CH3:14])[CH:5]=[CH:6][CH:7]=1.CCN(C(C)C)C(C)C.[N+](C1C=CC([O:39][C:40]([NH:42][C@@H:43]([CH2:61][CH:62]2[CH2:67][CH2:66][CH2:65][CH2:64][CH2:63]2)[C@@H:44]([O:56][Si](C)(C)C)[CH2:45][NH:46][C:47](=[O:55])[O:48][CH2:49][CH2:50][Si:51]([CH3:54])([CH3:53])[CH3:52])=O)=CC=1)([O-])=O. Product: [Cl:1][C:2]1[C:3]([F:22])=[C:4]([C@:8]([C@@H:16]2[CH2:21][CH2:20][CH2:19][N:18]([C:40]([NH:42][C@@H:43]([CH2:61][CH:62]3[CH2:63][CH2:64][CH2:65][CH2:66][CH2:67]3)[C@@H:44]([OH:56])[CH2:45][NH:46][C:47](=[O:55])[O:48][CH2:49][CH2:50][Si:51]([CH3:52])([CH3:54])[CH3:53])=[O:39])[CH2:17]2)([OH:15])[CH2:9][CH2:10][CH2:11][CH2:12][O:13][CH3:14])[CH:5]=[CH:6][CH:7]=1. The catalyst class is: 2.